Dataset: Reaction yield outcomes from USPTO patents with 853,638 reactions. Task: Predict the reaction yield, written as a fraction of the theoretical maximum amount of product (1.0 means a 100% yield; for example, 0.34 means a 34% yield). (1) The yield is 0.0740. The catalyst is CC(=O)CC.O.C1C=CC(/C=C/C(/C=C/C2C=CC=CC=2)=O)=CC=1.C1C=CC(/C=C/C(/C=C/C2C=CC=CC=2)=O)=CC=1.C1C=CC(/C=C/C(/C=C/C2C=CC=CC=2)=O)=CC=1.[Pd].[Pd]. The reactants are [CH3:1][O:2][C:3]1[C:7]2[C:8](=[O:25])[N:9]([CH2:16][C:17](=[O:24])[C:18]3[CH:23]=[CH:22][CH:21]=[CH:20][CH:19]=3)[C:10]3[CH:11]=[CH:12][CH:13]=[CH:14][C:15]=3[C:6]=2[N:5]([CH3:26])[C:4]=1[C:27]([NH:29][CH:30]1[CH2:35][CH2:34][NH:33][CH2:32][CH2:31]1)=[O:28].Br[C:37]1[CH:38]=[C:39]([CH:42]=[CH:43][CH:44]=1)[C:40]#[N:41].CC(C1C=C(C(C)C)C(C2C=CC=CC=2P(C2CCCCC2)C2CCCCC2)=C(C(C)C)C=1)C.CC(C)([O-])C.[Na+].C(N(CC)CC)C. The product is [C:40]([C:39]1[CH:38]=[C:37]([N:33]2[CH2:32][CH2:31][CH:30]([NH:29][C:27]([C:4]3[N:5]([CH3:26])[C:6]4[C:15]5[CH:14]=[CH:13][CH:12]=[CH:11][C:10]=5[N:9]([CH2:16][C:17](=[O:24])[C:18]5[CH:23]=[CH:22][CH:21]=[CH:20][CH:19]=5)[C:8](=[O:25])[C:7]=4[C:3]=3[O:2][CH3:1])=[O:28])[CH2:35][CH2:34]2)[CH:44]=[CH:43][CH:42]=1)#[N:41]. (2) The reactants are [Cl:1][C:2]1[CH:15]=[CH:14][C:5]([NH:6]C(OC(C)(C)C)=O)=[CH:4][CH:3]=1.[F:16][C:17]1[C:25]([F:26])=[CH:24][CH:23]=[CH:22][C:18]=1[C:19](Cl)=[O:20]. No catalyst specified. The product is [NH2:6][C:5]1[CH:4]=[CH:3][C:2]([Cl:1])=[CH:15][C:14]=1[C:19]([C:18]1[CH:22]=[CH:23][CH:24]=[C:25]([F:26])[C:17]=1[F:16])=[O:20]. The yield is 0.140.